This data is from Forward reaction prediction with 1.9M reactions from USPTO patents (1976-2016). The task is: Predict the product of the given reaction. Given the reactants [CH3:1][O:2][C:3]1[CH:27]=[CH:26][C:6]([CH2:7][N:8]2[C:16]3[C:11](=[CH:12][C:13]([CH:17]=[C:18]4[S:22][C:21](SC)=[N:20][C:19]4=[O:25])=[CH:14][CH:15]=3)[CH:10]=[N:9]2)=[C:5]([C:28]([F:31])([F:30])[F:29])[CH:4]=1.[NH:32]1[CH2:37][CH2:36][CH:35]([C:38]([OH:40])=[O:39])[CH2:34][CH2:33]1, predict the reaction product. The product is: [CH3:1][O:2][C:3]1[CH:27]=[CH:26][C:6]([CH2:7][N:8]2[C:16]3[C:11](=[CH:12][C:13]([CH:17]=[C:18]4[S:22][C:21]([N:32]5[CH2:37][CH2:36][CH:35]([C:38]([OH:40])=[O:39])[CH2:34][CH2:33]5)=[N:20][C:19]4=[O:25])=[CH:14][CH:15]=3)[CH:10]=[N:9]2)=[C:5]([C:28]([F:31])([F:29])[F:30])[CH:4]=1.